Predict the reaction yield, written as a fraction of the theoretical maximum amount of product (1.0 means a 100% yield; for example, 0.34 means a 34% yield). From a dataset of Reaction yield outcomes from USPTO patents with 853,638 reactions. (1) The reactants are Br[C:2]1[CH:3]=[C:4]([C:8]2[CH:21]=[CH:20][C:19]3[C:10](=[C:11]([C:28]4[CH:33]=[CH:32][CH:31]=[CH:30][CH:29]=4)[C:12]4[C:17]([C:18]=3[C:22]3[CH:27]=[CH:26][CH:25]=[CH:24][CH:23]=3)=[CH:16][CH:15]=[CH:14][CH:13]=4)[CH:9]=2)[CH:5]=[CH:6][CH:7]=1.[CH:34]1[C:42]2[C:41]3[CH:43]=[CH:44][CH:45]=[CH:46][C:40]=3[O:39][C:38]=2[C:37]([C:47]2[CH:48]=[CH:49][C:50]3[NH:51][C:52]4[C:57]([C:58]=3[CH:59]=2)=[CH:56][CH:55]=[CH:54][CH:53]=4)=[CH:36][CH:35]=1.CC(C)([O-])C.[Na+].C(P(C(C)(C)C)C(C)(C)C)(C)(C)C. The catalyst is C1C=CC(/C=C/C(/C=C/C2C=CC=CC=2)=O)=CC=1.C1C=CC(/C=C/C(/C=C/C2C=CC=CC=2)=O)=CC=1.[Pd].CCCCCC.C1(C)C=CC=CC=1. The product is [CH:34]1[C:42]2[C:41]3[CH:43]=[CH:44][CH:45]=[CH:46][C:40]=3[O:39][C:38]=2[C:37]([C:47]2[CH:48]=[CH:49][C:50]3[N:51]([C:6]4[CH:7]=[CH:2][CH:3]=[C:4]([C:8]5[CH:21]=[CH:20][C:19]6[C:10](=[C:11]([C:28]7[CH:33]=[CH:32][CH:31]=[CH:30][CH:29]=7)[C:12]7[C:17]([C:18]=6[C:22]6[CH:27]=[CH:26][CH:25]=[CH:24][CH:23]=6)=[CH:16][CH:15]=[CH:14][CH:13]=7)[CH:9]=5)[CH:5]=4)[C:52]4[C:57]([C:58]=3[CH:59]=2)=[CH:56][CH:55]=[CH:54][CH:53]=4)=[CH:36][CH:35]=1. The yield is 0.600. (2) The product is [CH2:1]([O:3][C:4]1[CH:9]=[CH:8][CH:7]=[CH:6][C:5]=1[C:19]1[CH:20]=[CH:21][C:22]([N+:24]([O-:26])=[O:25])=[CH:23][C:18]=1[N+:15]([O-:17])=[O:16])[CH3:2]. The reactants are [CH2:1]([O:3][C:4]1[CH:9]=[CH:8][CH:7]=[CH:6][C:5]=1B(O)O)[CH3:2].[F-].[K+].[N+:15]([C:18]1[CH:23]=[C:22]([N+:24]([O-:26])=[O:25])[CH:21]=[CH:20][C:19]=1Br)([O-:17])=[O:16].C(P(C(C)(C)C)C(C)(C)C)(C)(C)C. The catalyst is C1COCC1.C1C=CC(/C=C/C(/C=C/C2C=CC=CC=2)=O)=CC=1.C1C=CC(/C=C/C(/C=C/C2C=CC=CC=2)=O)=CC=1.C1C=CC(/C=C/C(/C=C/C2C=CC=CC=2)=O)=CC=1.[Pd].[Pd]. The yield is 0.820. (3) The reactants are [NH:1]1[C:9]2[C:4](=[N:5][CH:6]=[CH:7][CH:8]=2)[CH2:3][C:2]1=[O:10].[Li+].C[Si]([N-][Si](C)(C)C)(C)C.C1COCC1.[C:26]1([C:35]2[C:30](=[CH:31][CH:32]=[CH:33][CH:34]=2)[CH2:29][O:28]1)=O.Cl.C([O-])(O)=O.[Na+]. The catalyst is CN(C)C=O.O. The product is [C:26]1(=[C:3]2[C:4]3=[N:5][CH:6]=[CH:7][CH:8]=[C:9]3[NH:1][C:2]2=[O:10])[C:35]2[C:30](=[CH:31][CH:32]=[CH:33][CH:34]=2)[CH2:29][O:28]1. The yield is 0.160. (4) The reactants are [CH3:1][C:2]1[CH:7]=[CH:6][CH:5]=[CH:4][C:3]=1[C:8]1[C:16]2[O:15][CH:14]([CH2:17][NH2:18])[CH2:13][C:12]=2[CH:11]=[CH:10][CH:9]=1.C(N(C(C)C)CC)(C)C.Cl[C:29]([O:31][CH2:32][C:33]1[CH:38]=[CH:37][CH:36]=[CH:35][CH:34]=1)=[O:30].C(OC(=O)NCC1CC2C=CC=C(C3CCCC3)C=2O1)C1C=CC=CC=1. No catalyst specified. The product is [CH2:32]([O:31][C:29](=[O:30])[NH:18][CH2:17][CH:14]1[CH2:13][C:12]2[CH:11]=[CH:10][CH:9]=[C:8]([C:3]3[CH:4]=[CH:5][CH:6]=[CH:7][C:2]=3[CH3:1])[C:16]=2[O:15]1)[C:33]1[CH:38]=[CH:37][CH:36]=[CH:35][CH:34]=1. The yield is 0.850. (5) The reactants are [C:1]([O:5][C:6](=[O:16])[N:7]([C@H:9]1[CH2:14][CH2:13][C@H:12]([OH:15])[CH2:11][CH2:10]1)[CH3:8])([CH3:4])([CH3:3])[CH3:2].C(P(CCCC)CCCC)CCC.[C:30]([O:34][CH3:35])(=[O:33])[C:31]#[CH:32]. The catalyst is C1COCC1. The product is [CH3:35][O:34][C:30](=[O:33])[CH:31]=[CH:32][O:15][C@H:12]1[CH2:11][CH2:10][C@H:9]([N:7]([C:6]([O:5][C:1]([CH3:4])([CH3:2])[CH3:3])=[O:16])[CH3:8])[CH2:14][CH2:13]1. The yield is 0.730. (6) The reactants are Cl.[Cl:2][C:3]1[C:8]([Cl:9])=[CH:7][CH:6]=[CH:5][C:4]=1[N:10]1[CH2:15][CH2:14][NH:13][CH2:12][CH2:11]1.C[O:17][C:18]1C=CC=[CH:20][C:19]=1N1CCN(CCCO)CC1. No catalyst specified. The product is [Cl:2][C:3]1[C:8]([Cl:9])=[CH:7][CH:6]=[CH:5][C:4]=1[N:10]1[CH2:15][CH2:14][N:13]([CH2:20][CH2:19][CH2:18][OH:17])[CH2:12][CH2:11]1. The yield is 0.820.